Task: Predict the reactants needed to synthesize the given product.. Dataset: Full USPTO retrosynthesis dataset with 1.9M reactions from patents (1976-2016) (1) Given the product [CH3:1][S:2]([C:5]1[CH:10]=[CH:9][C:8]([NH:11][C:12]2[C:17]([N+:18]([O-:20])=[O:19])=[C:16]([O:21][CH:22]3[CH2:27][CH2:26][N:25]([S:38]([CH2:35][CH2:36][CH3:37])(=[O:40])=[O:39])[CH2:24][CH2:23]3)[N:15]=[CH:14][N:13]=2)=[CH:7][CH:6]=1)(=[O:4])=[O:3], predict the reactants needed to synthesize it. The reactants are: [CH3:1][S:2]([C:5]1[CH:10]=[CH:9][C:8]([NH:11][C:12]2[C:17]([N+:18]([O-:20])=[O:19])=[C:16]([O:21][CH:22]3[CH2:27][CH2:26][NH:25][CH2:24][CH2:23]3)[N:15]=[CH:14][N:13]=2)=[CH:7][CH:6]=1)(=[O:4])=[O:3].C(N(CC)CC)C.[CH2:35]([S:38](Cl)(=[O:40])=[O:39])[CH2:36][CH3:37]. (2) The reactants are: [ClH:1].[Br:2][C:3]1[CH:13]=[C:12]([O:14][CH2:15][CH:16]([OH:19])[CH2:17][OH:18])[C:11]([O:20][CH3:21])=[CH:10][C:4]=1[CH2:5][NH:6]C(=O)C. Given the product [ClH:1].[Br:2][C:3]1[CH:13]=[C:12]([O:14][CH2:15][CH:16]([OH:19])[CH2:17][OH:18])[C:11]([O:20][CH3:21])=[CH:10][C:4]=1[CH2:5][NH2:6], predict the reactants needed to synthesize it. (3) The reactants are: [CH3:1][N:2]1[C:7](=[O:8])[C:6]([NH:9][C:10]2[CH:15]=[CH:14][C:13]([N:16]3[CH2:21][CH2:20][N:19]([CH:22]4[CH2:25][O:24][CH2:23]4)[CH2:18][CH2:17]3)=[CH:12][N:11]=2)=[CH:5][C:4]([C:26]2[CH:33]=[N:32][CH:31]=[C:30]([N:34]3[CH:46]=[CH:45][N:37]4[C:38]5[CH2:39][CH2:40][CH2:41][CH2:42][C:43]=5[CH:44]=[C:36]4[C:35]3=[O:47])[C:27]=2[CH:28]=[O:29])=[CH:3]1.[BH4-].[Na+]. Given the product [OH:29][CH2:28][C:27]1[C:26]([C:4]2[CH:5]=[C:6]([NH:9][C:10]3[CH:15]=[CH:14][C:13]([N:16]4[CH2:17][CH2:18][N:19]([CH:22]5[CH2:25][O:24][CH2:23]5)[CH2:20][CH2:21]4)=[CH:12][N:11]=3)[C:7](=[O:8])[N:2]([CH3:1])[CH:3]=2)=[CH:33][N:32]=[CH:31][C:30]=1[N:34]1[CH:46]=[CH:45][N:37]2[C:38]3[CH2:39][CH2:40][CH2:41][CH2:42][C:43]=3[CH:44]=[C:36]2[C:35]1=[O:47], predict the reactants needed to synthesize it.